This data is from Full USPTO retrosynthesis dataset with 1.9M reactions from patents (1976-2016). The task is: Predict the reactants needed to synthesize the given product. Given the product [C:1]([CH:5]1[CH2:14][CH2:13][C:12]2[N:11]=[C:10]([S:15][CH2:19][C:18]#[N:20])[C:9]([C:16]#[N:17])=[CH:8][C:7]=2[CH2:6]1)([CH3:4])([CH3:2])[CH3:3], predict the reactants needed to synthesize it. The reactants are: [C:1]([CH:5]1[CH2:14][CH2:13][C:12]2[N:11]=[C:10]([SH:15])[C:9]([C:16]#[N:17])=[CH:8][C:7]=2[CH2:6]1)([CH3:4])([CH3:3])[CH3:2].[CH2:18]([N:20](CC)CC)[CH3:19].ClCC#N.